From a dataset of Catalyst prediction with 721,799 reactions and 888 catalyst types from USPTO. Predict which catalyst facilitates the given reaction. (1) Reactant: Cl[C:2]1[N:7]=[C:6]([C:8]2[C:16]3[C:11](=[CH:12][CH:13]=[C:14]([C:17]4[S:21][C:20]([NH:22][CH2:23][C:24]5[CH:29]=[CH:28][C:27]([O:30][CH3:31])=[CH:26][CH:25]=5)=[N:19][N:18]=4)[CH:15]=3)[N:10](S(C3C=CC(C)=CC=3)(=O)=O)[CH:9]=2)[CH:5]=[N:4][CH:3]=1.[O-:42][CH2:43][CH3:44].[Na+]. Product: [CH2:43]([O:42][C:2]1[N:7]=[C:6]([C:8]2[C:16]3[C:11](=[CH:12][CH:13]=[C:14]([C:17]4[S:21][C:20]([NH:22][CH2:23][C:24]5[CH:25]=[CH:26][C:27]([O:30][CH3:31])=[CH:28][CH:29]=5)=[N:19][N:18]=4)[CH:15]=3)[NH:10][CH:9]=2)[CH:5]=[N:4][CH:3]=1)[CH3:44]. The catalyst class is: 14. (2) Reactant: [F:1][C:2]1[CH:38]=[CH:37][CH:36]=[C:35]([F:39])[C:3]=1[CH2:4][O:5][C:6]1[C:7]2[N:8]([C:13]([C:17]([NH:19][CH:20]3[CH:27]4[CH:23]([N:24](C(OC(C)(C)C)=O)[CH2:25][CH2:26]4)[CH2:22][CH2:21]3)=[O:18])=[C:14]([CH3:16])[N:15]=2)[CH:9]=[C:10]([CH3:12])[CH:11]=1.Cl. Product: [F:1][C:2]1[CH:38]=[CH:37][CH:36]=[C:35]([F:39])[C:3]=1[CH2:4][O:5][C:6]1[C:7]2[N:8]([C:13]([C:17]([NH:19][CH:20]3[CH:27]4[CH:23]([NH:24][CH2:25][CH2:26]4)[CH2:22][CH2:21]3)=[O:18])=[C:14]([CH3:16])[N:15]=2)[CH:9]=[C:10]([CH3:12])[CH:11]=1. The catalyst class is: 27.